From a dataset of Reaction yield outcomes from USPTO patents with 853,638 reactions. Predict the reaction yield, written as a fraction of the theoretical maximum amount of product (1.0 means a 100% yield; for example, 0.34 means a 34% yield). (1) The reactants are [F:1][C:2]1([F:10])[CH2:6][NH:5][C@H:4]([C:7](O)=[O:8])[CH2:3]1. The catalyst is C1COCC1. The product is [F:1][C:2]1([F:10])[CH2:6][NH:5][CH:4]([CH2:7][OH:8])[CH2:3]1. The yield is 0.750. (2) The reactants are [CH2:1]([O:8][C:9]1[CH:14]=[CH:13][C:12]([CH:15]2[CH2:20][CH2:19][C:18](=O)[CH2:17][CH2:16]2)=[CH:11][CH:10]=1)[C:2]1[CH:7]=[CH:6][CH:5]=[CH:4][CH:3]=1.[NH:22]1[CH2:26][CH2:25][CH2:24][CH2:23]1. No catalyst specified. The product is [CH2:1]([O:8][C:9]1[CH:14]=[CH:13][C:12]([CH:15]2[CH2:20][CH2:19][C:18]([N:22]3[CH2:26][CH2:25][CH2:24][CH2:23]3)=[CH:17][CH2:16]2)=[CH:11][CH:10]=1)[C:2]1[CH:7]=[CH:6][CH:5]=[CH:4][CH:3]=1. The yield is 0.530. (3) The reactants are C([O:3][C:4]([C:6]1[CH:7]=[N:8][C:9]2[C:14]([CH:15]=1)=[CH:13][CH:12]=[C:11]([NH:16][C:17]([C:19]1[C:20]([C:25]3[CH:30]=[CH:29][C:28]([C:31]([F:34])([F:33])[F:32])=[CH:27][CH:26]=3)=[CH:21][CH:22]=[CH:23][CH:24]=1)=[O:18])[CH:10]=2)=[O:5])C.[OH-].[Na+]. The catalyst is CO.C1COCC1. The product is [F:34][C:31]([F:32])([F:33])[C:28]1[CH:27]=[CH:26][C:25]([C:20]2[C:19]([C:17]([NH:16][C:11]3[CH:10]=[C:9]4[C:14]([CH:15]=[C:6]([C:4]([OH:5])=[O:3])[CH:7]=[N:8]4)=[CH:13][CH:12]=3)=[O:18])=[CH:24][CH:23]=[CH:22][CH:21]=2)=[CH:30][CH:29]=1. The yield is 0.570. (4) The reactants are [O:1]=[C:2]1[NH:8][C:7]2[CH:9]=[C:10]([C:13]([F:16])([F:15])[F:14])[CH:11]=[CH:12][C:6]=2[C:5](=[O:17])[CH:4](C(OC)=O)[CH2:3]1.O. The catalyst is CN1C(=O)CCC1. The product is [F:16][C:13]([F:14])([F:15])[C:10]1[CH:11]=[CH:12][C:6]2[C:5](=[O:17])[CH2:4][CH2:3][C:2](=[O:1])[NH:8][C:7]=2[CH:9]=1. The yield is 0.970. (5) The reactants are [NH2:1][C:2]1[CH:7]=[CH:6][C:5]([C:8]2[S:12][C:11]([CH:13]3[CH2:18][CH2:17][CH:16]([CH2:19][C:20]([O:22][CH2:23][CH3:24])=[O:21])[CH2:15][CH2:14]3)=[N:10][CH:9]=2)=[CH:4][CH:3]=1.[F:25][C:26]1[CH:31]=[C:30]([F:32])[CH:29]=[C:28]([F:33])[C:27]=1[N:34]=[C:35]=[O:36]. No catalyst specified. The product is [F:25][C:26]1[CH:31]=[C:30]([F:32])[CH:29]=[C:28]([F:33])[C:27]=1[NH:34][C:35](=[O:36])[NH:1][C:2]1[CH:3]=[CH:4][C:5]([C:8]2[S:12][C:11]([CH:13]3[CH2:14][CH2:15][CH:16]([CH2:19][C:20]([O:22][CH2:23][CH3:24])=[O:21])[CH2:17][CH2:18]3)=[N:10][CH:9]=2)=[CH:6][CH:7]=1. The yield is 0.730. (6) The reactants are [C:1]([C:5]1[CH:9]=[C:8]([NH:10][C:11](=[O:36])[NH:12][C:13]2[C:22]3[C:17](=[CH:18][CH:19]=[CH:20][CH:21]=3)[C:16]([O:23][CH2:24][C:25]3[CH:30]=[CH:29][N:28]=[C:27]([NH:31][C:32](=[O:35])[CH2:33]Cl)[CH:26]=3)=[CH:15][CH:14]=2)[N:7]([C:37]2[CH:42]=[CH:41][C:40]([CH3:43])=[CH:39][CH:38]=2)[N:6]=1)([CH3:4])([CH3:3])[CH3:2].CCN(C(C)C)C(C)C.[CH3:53][O:54][C:55]1[CH:63]=[CH:62][C:58]([CH2:59][NH:60][CH3:61])=[CH:57][CH:56]=1. The catalyst is C(Cl)Cl.CN(C=O)C. The yield is 0.110. The product is [C:1]([C:5]1[CH:9]=[C:8]([NH:10][C:11](=[O:36])[NH:12][C:13]2[C:22]3[C:17](=[CH:18][CH:19]=[CH:20][CH:21]=3)[C:16]([O:23][CH2:24][C:25]3[CH:30]=[CH:29][N:28]=[C:27]([NH:31][C:32](=[O:35])[CH2:33][N:60]([CH2:59][C:58]4[CH:62]=[CH:63][C:55]([O:54][CH3:53])=[CH:56][CH:57]=4)[CH3:61])[CH:26]=3)=[CH:15][CH:14]=2)[N:7]([C:37]2[CH:42]=[CH:41][C:40]([CH3:43])=[CH:39][CH:38]=2)[N:6]=1)([CH3:4])([CH3:3])[CH3:2]. (7) The reactants are [N+:1]([C:4]1[CH:9]=[CH:8][C:7]([OH:10])=[CH:6][CH:5]=1)([O-:3])=[O:2].Cl[CH2:12][C:13]1[O:17][N:16]=[C:15]([C:18]2[CH:23]=[CH:22][CH:21]=[CH:20][CH:19]=2)[N:14]=1.C([O-])([O-])=O.[K+].[K+]. The catalyst is CC(C)=O. The product is [N+:1]([C:4]1[CH:9]=[CH:8][C:7]([O:10][CH2:12][C:13]2[O:17][N:16]=[C:15]([C:18]3[CH:19]=[CH:20][CH:21]=[CH:22][CH:23]=3)[N:14]=2)=[CH:6][CH:5]=1)([O-:3])=[O:2]. The yield is 0.920. (8) The reactants are [NH2:1][CH2:2][C@H:3]([OH:17])[CH2:4][O:5][C:6]1[C:13]([CH3:14])=[CH:12][C:9]([C:10]#[N:11])=[CH:8][C:7]=1[CH2:15][CH3:16].[C:18](O)(=[O:21])[CH2:19][OH:20].C1C=CC2N(O)N=NC=2C=1.CCN=C=NCCCN(C)C.Cl. The catalyst is C([O-])(O)=O.[Na+]. The product is [C:10]([C:9]1[CH:12]=[C:13]([CH3:14])[C:6]([O:5][CH2:4][C@@H:3]([OH:17])[CH2:2][NH:1][C:19](=[O:20])[CH2:18][OH:21])=[C:7]([CH2:15][CH3:16])[CH:8]=1)#[N:11]. The yield is 0.900.